This data is from Forward reaction prediction with 1.9M reactions from USPTO patents (1976-2016). The task is: Predict the product of the given reaction. (1) Given the reactants Br[C:2]1[CH:3]=[N:4][CH:5]=[C:6]([CH:10]=1)[C:7]([OH:9])=[O:8].[C:11]1(B(O)O)[CH:16]=[CH:15][CH:14]=[CH:13][CH:12]=1.C(=O)([O-])[O-].[Na+].[Na+].C1(C)C=CC=CC=1, predict the reaction product. The product is: [C:11]1([C:2]2[CH:3]=[N:4][CH:5]=[C:6]([CH:10]=2)[C:7]([OH:9])=[O:8])[CH:16]=[CH:15][CH:14]=[CH:13][CH:12]=1. (2) Given the reactants [Cl:1][C:2]1[CH:9]=[CH:8][C:5]([C:6]#[N:7])=[C:4](F)[CH:3]=1.[CH3:11][C:12]([O:15][C:16](=[O:26])[N:17]([CH2:19][CH2:20][CH:21]([OH:25])[CH2:22][CH2:23][CH3:24])[CH3:18])([CH3:14])[CH3:13], predict the reaction product. The product is: [CH3:13][C:12]([O:15][C:16](=[O:26])[N:17]([CH2:19][CH2:20][CH:21]([O:25][C:4]1[CH:3]=[C:2]([Cl:1])[CH:9]=[CH:8][C:5]=1[C:6]#[N:7])[CH2:22][CH2:23][CH3:24])[CH3:18])([CH3:11])[CH3:14].